Dataset: Forward reaction prediction with 1.9M reactions from USPTO patents (1976-2016). Task: Predict the product of the given reaction. (1) Given the reactants [C:1]([OH:4])(=O)[CH3:2].ON1C2C=CC=CC=2N=N1.Cl.CN(C)CCCN=C=NCC.O[NH:28][C:29]([C:31]1[CH:32]=[C:33]2[C:38](=[CH:39][CH:40]=1)[N:37]=[C:36]([NH:41][C@H:42]1[C:50]3[C:45](=[CH:46][CH:47]=[CH:48][CH:49]=3)[CH2:44][CH2:43]1)[CH:35]=[CH:34]2)=[NH:30], predict the reaction product. The product is: [C@H:42]1([NH:41][C:36]2[CH:35]=[CH:34][C:33]3[C:38](=[CH:39][CH:40]=[C:31]([C:29]4[N:28]=[C:1]([CH3:2])[O:4][N:30]=4)[CH:32]=3)[N:37]=2)[C:50]2[C:45](=[CH:46][CH:47]=[CH:48][CH:49]=2)[CH2:44][CH2:43]1. (2) Given the reactants [NH:1](C(OCC1C2C(=CC=CC=2)C2C1=CC=CC=2)=O)[C@H:2]([C:10]([N:12]([CH3:35])[C@H:13]([C:17]([NH:19][C@H:20]([C:32]([NH2:34])=[O:33])[CH2:21][C:22]1[CH:27]=[CH:26][C:25]([OH:28])=[C:24]([N:29]([CH3:31])[CH3:30])[CH:23]=1)=[O:18])[CH:14]([CH3:16])[CH3:15])=[O:11])[CH2:3][C:4]1[CH:9]=[CH:8][CH:7]=[CH:6][CH:5]=1, predict the reaction product. The product is: [NH2:1][C@H:2]([C:10]([N:12]([CH3:35])[C@H:13]([C:17]([NH:19][C@H:20]([C:32]([NH2:34])=[O:33])[CH2:21][C:22]1[CH:27]=[CH:26][C:25]([OH:28])=[C:24]([N:29]([CH3:30])[CH3:31])[CH:23]=1)=[O:18])[CH:14]([CH3:15])[CH3:16])=[O:11])[CH2:3][C:4]1[CH:5]=[CH:6][CH:7]=[CH:8][CH:9]=1. (3) Given the reactants [F:1][C:2]1[C:3]([CH3:25])=[C:4]([C@:8]2([C:21]([O:23][CH3:24])=[O:22])[CH2:12][CH2:11][C:10](OS(C(F)(F)F)(=O)=O)=[CH:9]2)[CH:5]=[CH:6][CH:7]=1.[CH3:26][N:27]1[C:31](B(O)O)=[CH:30][CH:29]=[N:28]1.COCCOC, predict the reaction product. The product is: [F:1][C:2]1[C:3]([CH3:25])=[C:4]([C@:8]2([C:21]([O:23][CH3:24])=[O:22])[CH2:12][CH2:11][C:10]([C:31]3[N:27]([CH3:26])[N:28]=[CH:29][CH:30]=3)=[CH:9]2)[CH:5]=[CH:6][CH:7]=1. (4) Given the reactants O1[CH2:5][CH2:4][CH2:3]C1.Cl[C:7]1[CH:12]=[C:11]([C:13]([F:16])([F:15])[F:14])[CH:10]=[C:9]([Cl:17])[N:8]=1.C1([Mg]Br)CC1, predict the reaction product. The product is: [Cl:17][C:9]1[CH:10]=[C:11]([C:13]([F:16])([F:15])[F:14])[CH:12]=[C:7]([CH:3]2[CH2:4][CH2:5]2)[N:8]=1.